This data is from Reaction yield outcomes from USPTO patents with 853,638 reactions. The task is: Predict the reaction yield, written as a fraction of the theoretical maximum amount of product (1.0 means a 100% yield; for example, 0.34 means a 34% yield). (1) The catalyst is CC(N(C)C)=O. The reactants are Cl[C:2]1[C:11]2[C:6](=[C:7]([CH3:12])[CH:8]=[CH:9][CH:10]=2)[N:5]=[C:4]([C:13]([F:22])([F:21])[C:14]2[CH:19]=[CH:18][C:17]([F:20])=[CH:16][N:15]=2)[N:3]=1.C(OC([N:30]1[C:34]([CH3:35])=[CH:33][C:32]([NH2:36])=[N:31]1)=O)(C)(C)C.C(O)(=O)C. The yield is 0.130. The product is [F:21][C:13]([F:22])([C:14]1[CH:19]=[CH:18][C:17]([F:20])=[CH:16][N:15]=1)[C:4]1[N:3]=[C:2]([NH:36][C:32]2[CH:33]=[C:34]([CH3:35])[NH:30][N:31]=2)[C:11]2[C:6](=[C:7]([CH3:12])[CH:8]=[CH:9][CH:10]=2)[N:5]=1. (2) The reactants are [CH2:1]([S:8][C:9]1[N:14]2[N:15]=[CH:16][C:17]([CH:18]=O)=[C:13]2[N:12]=[C:11]([NH:20][C:21]2[CH:26]=[CH:25][CH:24]=[C:23]([Cl:27])[CH:22]=2)[CH:10]=1)[C:2]1[CH:7]=[CH:6][CH:5]=[CH:4][CH:3]=1.C(O)C.[NH:31]1[CH2:37][C:35](=[O:36])[NH:34][C:32]1=[O:33].N1CCCCC1. The catalyst is O. The product is [CH2:1]([S:8][C:9]1[N:14]2[N:15]=[CH:16][C:17]([CH:18]=[C:37]3[NH:31][C:32](=[O:33])[NH:34][C:35]3=[O:36])=[C:13]2[N:12]=[C:11]([NH:20][C:21]2[CH:26]=[CH:25][CH:24]=[C:23]([Cl:27])[CH:22]=2)[CH:10]=1)[C:2]1[CH:7]=[CH:6][CH:5]=[CH:4][CH:3]=1. The yield is 0.920. (3) The reactants are [NH2:1][C:2]1[C:7]([C:8]([C:10]2[C:15]([O:16][CH3:17])=[CH:14][CH:13]=[C:12]([F:18])[C:11]=2[F:19])=[O:9])=[CH:6][N:5]=[C:4]([NH:20][CH:21]2[CH2:26][CH2:25][N:24]([S:27]([CH2:30][CH2:31][CH2:32]Cl)(=[O:29])=[O:28])[CH2:23][CH2:22]2)[N:3]=1.[CH3:34][CH:35]([NH2:38])[CH2:36][OH:37].[I-].[Na+]. The catalyst is O1CCCC1. The product is [NH2:1][C:2]1[C:7]([C:8]([C:10]2[C:15]([O:16][CH3:17])=[CH:14][CH:13]=[C:12]([F:18])[C:11]=2[F:19])=[O:9])=[CH:6][N:5]=[C:4]([NH:20][CH:21]2[CH2:26][CH2:25][N:24]([S:27]([CH2:30][CH2:31][CH2:32][NH:38][CH:35]([CH3:34])[CH2:36][OH:37])(=[O:29])=[O:28])[CH2:23][CH2:22]2)[N:3]=1. The yield is 0.650. (4) The yield is 0.200. The catalyst is C1(C)C=CC=CC=1.CN(C=O)C. The reactants are [CH3:1][O:2][C:3]1[C:4](=[O:22])[C:5](C(O)=O)=[N:6][N:7]([C:9]2[CH:10]=[CH:11][CH:12]=[C:13]3[C:18]=2[N:17]=[CH:16][CH:15]=[CH:14]3)[CH:8]=1.C1C=CC(P([N:37]=[N+]=[N-])(C2C=CC=CC=2)=O)=CC=1.CCN(CC)CC.[OH-].[Na+]. The product is [NH2:37][C:5]1[C:4](=[O:22])[C:3]([O:2][CH3:1])=[CH:8][N:7]([C:9]2[CH:10]=[CH:11][CH:12]=[C:13]3[C:18]=2[N:17]=[CH:16][CH:15]=[CH:14]3)[N:6]=1. (5) The reactants are [CH:1]1([N:4]2[C:13]3[C:8](=[C:9]([N+:18]([O-:20])=[O:19])[C:10](F)=[C:11]([F:16])[C:12]=3[O:14][CH3:15])[C:7](=[O:21])[C:6]([C:22]([O:24][CH2:25][CH3:26])=[O:23])=[CH:5]2)[CH2:3][CH2:2]1.C(=O)([O-])[O-].[NH4+:31].[NH4+]. The catalyst is CN(C=O)C. The product is [NH2:31][C:10]1[C:9]([N+:18]([O-:20])=[O:19])=[C:8]2[C:13](=[C:12]([O:14][CH3:15])[C:11]=1[F:16])[N:4]([CH:1]1[CH2:3][CH2:2]1)[CH:5]=[C:6]([C:22]([O:24][CH2:25][CH3:26])=[O:23])[C:7]2=[O:21]. The yield is 0.520. (6) The reactants are [NH:1]1[C:9]2[C:4](=[CH:5][CH:6]=[CH:7][CH:8]=2)[C:3]([CH2:10][C@H:11]([NH2:28])[CH2:12][O:13][C:14]2[CH:15]=[N:16][CH:17]=[C:18]([C:20]#[C:21][C:22]3[CH:27]=[CH:26][N:25]=[CH:24][CH:23]=3)[CH:19]=2)=[CH:2]1.N1C2C(=CC=CC=2)C=CC=1. The catalyst is CO.[Pd].[O-]S([O-])(=O)=O.[Ba+2]. The product is [NH:1]1[C:9]2[C:4](=[CH:5][CH:6]=[CH:7][CH:8]=2)[C:3]([CH2:10][C@H:11]([NH2:28])[CH2:12][O:13][C:14]2[CH:15]=[N:16][CH:17]=[C:18](/[CH:20]=[CH:21]\[C:22]3[CH:23]=[CH:24][N:25]=[CH:26][CH:27]=3)[CH:19]=2)=[CH:2]1. The yield is 0.750.